From a dataset of Full USPTO retrosynthesis dataset with 1.9M reactions from patents (1976-2016). Predict the reactants needed to synthesize the given product. Given the product [F:52][C:46]1[CH:47]=[CH:48][C:49]([F:51])=[CH:50][C:45]=1[CH2:44][NH:43][C:41]([N:38]1[CH2:39][CH2:40][CH:35]([NH:34][C:33]2[CH:53]=[CH:54][C:30]([CH2:29][CH2:28][NH:27][CH2:26][C@H:25]([OH:55])[CH2:24][O:23][C:22]3[CH:21]=[CH:20][C:19]([OH:18])=[CH:57][CH:56]=3)=[CH:31][CH:32]=2)[CH2:36][CH2:37]1)=[O:42], predict the reactants needed to synthesize it. The reactants are: [Si]([O:18][C:19]1[CH:57]=[CH:56][C:22]([O:23][CH2:24][C@@H:25]([OH:55])[CH2:26][NH:27][CH2:28][CH2:29][C:30]2[CH:54]=[CH:53][C:33]([NH:34][CH:35]3[CH2:40][CH2:39][N:38]([C:41]([NH:43][CH2:44][C:45]4[CH:50]=[C:49]([F:51])[CH:48]=[CH:47][C:46]=4[F:52])=[O:42])[CH2:37][CH2:36]3)=[CH:32][CH:31]=2)=[CH:21][CH:20]=1)(C(C)(C)C)(C1C=CC=CC=1)C1C=CC=CC=1.